This data is from NCI-60 drug combinations with 297,098 pairs across 59 cell lines. The task is: Regression. Given two drug SMILES strings and cell line genomic features, predict the synergy score measuring deviation from expected non-interaction effect. (1) Drug 1: CC1=C2C(C(=O)C3(C(CC4C(C3C(C(C2(C)C)(CC1OC(=O)C(C(C5=CC=CC=C5)NC(=O)C6=CC=CC=C6)O)O)OC(=O)C7=CC=CC=C7)(CO4)OC(=O)C)O)C)OC(=O)C. Drug 2: C1=CN(C=N1)CC(O)(P(=O)(O)O)P(=O)(O)O. Cell line: CCRF-CEM. Synergy scores: CSS=-3.06, Synergy_ZIP=4.00, Synergy_Bliss=3.23, Synergy_Loewe=-10.6, Synergy_HSA=-7.32. (2) Drug 1: C1=CC(=CC=C1CCC2=CNC3=C2C(=O)NC(=N3)N)C(=O)NC(CCC(=O)O)C(=O)O. Drug 2: C1=NC2=C(N=C(N=C2N1C3C(C(C(O3)CO)O)O)F)N. Cell line: CCRF-CEM. Synergy scores: CSS=57.7, Synergy_ZIP=-1.09, Synergy_Bliss=-2.09, Synergy_Loewe=-4.32, Synergy_HSA=-0.449. (3) Drug 1: CC(C)NC(=O)C1=CC=C(C=C1)CNNC.Cl. Drug 2: C(CCl)NC(=O)N(CCCl)N=O. Cell line: NCI/ADR-RES. Synergy scores: CSS=2.33, Synergy_ZIP=-2.39, Synergy_Bliss=-2.50, Synergy_Loewe=-2.48, Synergy_HSA=-2.40. (4) Drug 1: COC1=C(C=C2C(=C1)N=CN=C2NC3=CC(=C(C=C3)F)Cl)OCCCN4CCOCC4. Drug 2: C1CN(P(=O)(OC1)NCCCl)CCCl. Cell line: CAKI-1. Synergy scores: CSS=45.2, Synergy_ZIP=-0.678, Synergy_Bliss=-1.19, Synergy_Loewe=-42.0, Synergy_HSA=-1.42. (5) Drug 1: C1=C(C(=O)NC(=O)N1)F. Drug 2: CN(C)C1=NC(=NC(=N1)N(C)C)N(C)C. Cell line: NCI-H322M. Synergy scores: CSS=36.3, Synergy_ZIP=9.24, Synergy_Bliss=9.45, Synergy_Loewe=-1.55, Synergy_HSA=7.76. (6) Drug 1: C#CCC(CC1=CN=C2C(=N1)C(=NC(=N2)N)N)C3=CC=C(C=C3)C(=O)NC(CCC(=O)O)C(=O)O. Drug 2: CC12CCC3C(C1CCC2OP(=O)(O)O)CCC4=C3C=CC(=C4)OC(=O)N(CCCl)CCCl.[Na+]. Cell line: MDA-MB-435. Synergy scores: CSS=-6.03, Synergy_ZIP=4.59, Synergy_Bliss=5.82, Synergy_Loewe=-2.89, Synergy_HSA=-2.26. (7) Drug 1: CN(CC1=CN=C2C(=N1)C(=NC(=N2)N)N)C3=CC=C(C=C3)C(=O)NC(CCC(=O)O)C(=O)O. Drug 2: CC(C)CN1C=NC2=C1C3=CC=CC=C3N=C2N. Cell line: HS 578T. Synergy scores: CSS=16.1, Synergy_ZIP=8.62, Synergy_Bliss=9.55, Synergy_Loewe=5.27, Synergy_HSA=6.77.